Dataset: Catalyst prediction with 721,799 reactions and 888 catalyst types from USPTO. Task: Predict which catalyst facilitates the given reaction. (1) Reactant: C1COCC1.[C:6]([NH:10][S:11]([C:14]1[S:15][C:16]([Cl:19])=[CH:17][CH:18]=1)(=[O:13])=[O:12])([CH3:9])([CH3:8])[CH3:7].C([Li])CCC.C1(S(N(S(C2C=CC=CC=2)(=O)=O)[F:35])(=O)=O)C=CC=CC=1. Product: [C:6]([NH:10][S:11]([C:14]1[S:15][C:16]([Cl:19])=[CH:17][C:18]=1[F:35])(=[O:12])=[O:13])([CH3:9])([CH3:7])[CH3:8]. The catalyst class is: 81. (2) Reactant: [CH2:1]([C@@H:8]1[C@@H:16]([OH:17])[C@H:15]([CH3:18])[O:14][C:13](=[O:19])[C@@H](NC(=O)C2C(O)=C(OC)C=CN=2)COC1=O)[C:2]1[CH:7]=[CH:6][CH:5]=[CH:4][CH:3]=1. Product: [CH2:1]([C@@H:8]1[C@@H:16]([OH:17])[C@H:15]([CH3:18])[O:14][C:13]1=[O:19])[C:2]1[CH:3]=[CH:4][CH:5]=[CH:6][CH:7]=1. The catalyst class is: 33. (3) Reactant: Cl[C:2]1[N:7]=[C:6]([NH:8][CH:9]2[CH2:11][CH2:10]2)[N:5]=[C:4]([C:12]2[CH:17]=[CH:16][CH:15]=[CH:14][C:13]=2[O:18][CH3:19])[C:3]=1[C:20]#[N:21].[SH:22][CH2:23][C:24]([NH2:26])=[O:25].C(=O)([O-])[O-].[Na+].[Na+].[O-]CC.[Na+]. Product: [NH2:21][C:20]1[C:3]2[C:4]([C:12]3[CH:17]=[CH:16][CH:15]=[CH:14][C:13]=3[O:18][CH3:19])=[N:5][C:6]([NH:8][CH:9]3[CH2:11][CH2:10]3)=[N:7][C:2]=2[S:22][C:23]=1[C:24]([NH2:26])=[O:25]. The catalyst class is: 8. (4) Reactant: [F:1][C:2]1[CH:3]=[CH:4][C:5]([OH:12])=[C:6]([CH:11]=1)[C:7](OC)=[O:8].[NH3:13]. Product: [F:1][C:2]1[CH:3]=[CH:4][C:5]([OH:12])=[C:6]([CH:11]=1)[C:7]([NH2:13])=[O:8]. The catalyst class is: 5. (5) Reactant: [C:1]([O:5][C:6]([NH:8][C@H:9]([C:34]([NH:36][CH2:37][CH2:38][CH2:39][CH2:40][O:41][C:42]1[CH:51]=[CH:50][CH:49]=[C:48]([OH:52])[C:43]=1[C:44]([O:46][CH3:47])=[O:45])=[O:35])[CH2:10][C:11]1[CH:16]=[CH:15][C:14]([N:17]([CH2:25][CH:26]([C:29]([O:31]CC)=[O:30])[CH2:27][CH3:28])[C:18](=[O:24])[C:19]([O:21]CC)=[O:20])=[CH:13][CH:12]=1)=[O:7])([CH3:4])([CH3:3])[CH3:2].[OH-].[Na+]. Product: [C:1]([O:5][C:6]([NH:8][C@H:9]([C:34]([NH:36][CH2:37][CH2:38][CH2:39][CH2:40][O:41][C:42]1[CH:51]=[CH:50][CH:49]=[C:48]([OH:52])[C:43]=1[C:44]([O:46][CH3:47])=[O:45])=[O:35])[CH2:10][C:11]1[CH:16]=[CH:15][C:14]([N:17]([CH2:25][CH:26]([C:29]([OH:31])=[O:30])[CH2:27][CH3:28])[C:18]([C:19]([OH:21])=[O:20])=[O:24])=[CH:13][CH:12]=1)=[O:7])([CH3:2])([CH3:3])[CH3:4]. The catalyst class is: 8.